From a dataset of NCI-60 drug combinations with 297,098 pairs across 59 cell lines. Regression. Given two drug SMILES strings and cell line genomic features, predict the synergy score measuring deviation from expected non-interaction effect. (1) Cell line: SN12C. Synergy scores: CSS=15.9, Synergy_ZIP=-7.00, Synergy_Bliss=-1.99, Synergy_Loewe=-20.6, Synergy_HSA=-2.93. Drug 2: C(CC(=O)O)C(=O)CN.Cl. Drug 1: CC1C(C(=O)NC(C(=O)N2CCCC2C(=O)N(CC(=O)N(C(C(=O)O1)C(C)C)C)C)C(C)C)NC(=O)C3=C4C(=C(C=C3)C)OC5=C(C(=O)C(=C(C5=N4)C(=O)NC6C(OC(=O)C(N(C(=O)CN(C(=O)C7CCCN7C(=O)C(NC6=O)C(C)C)C)C)C(C)C)C)N)C. (2) Drug 1: CC1=CC=C(C=C1)C2=CC(=NN2C3=CC=C(C=C3)S(=O)(=O)N)C(F)(F)F. Drug 2: CN1C(=O)N2C=NC(=C2N=N1)C(=O)N. Cell line: K-562. Synergy scores: CSS=16.8, Synergy_ZIP=-3.45, Synergy_Bliss=-3.35, Synergy_Loewe=2.29, Synergy_HSA=2.22. (3) Drug 1: CCC(=C(C1=CC=CC=C1)C2=CC=C(C=C2)OCCN(C)C)C3=CC=CC=C3.C(C(=O)O)C(CC(=O)O)(C(=O)O)O. Cell line: CCRF-CEM. Synergy scores: CSS=0.616, Synergy_ZIP=-0.115, Synergy_Bliss=-1.13, Synergy_Loewe=-3.97, Synergy_HSA=-1.72. Drug 2: C1CN(P(=O)(OC1)NCCCl)CCCl. (4) Synergy scores: CSS=3.98, Synergy_ZIP=-0.346, Synergy_Bliss=4.51, Synergy_Loewe=-0.000718, Synergy_HSA=1.19. Cell line: EKVX. Drug 2: CN1C2=C(C=C(C=C2)N(CCCl)CCCl)N=C1CCCC(=O)O.Cl. Drug 1: C1CC(C1)(C(=O)O)C(=O)O.[NH2-].[NH2-].[Pt+2]. (5) Drug 1: C1CC(=O)NC(=O)C1N2CC3=C(C2=O)C=CC=C3N. Drug 2: CC12CCC3C(C1CCC2OP(=O)(O)O)CCC4=C3C=CC(=C4)OC(=O)N(CCCl)CCCl.[Na+]. Cell line: TK-10. Synergy scores: CSS=6.47, Synergy_ZIP=0.279, Synergy_Bliss=3.01, Synergy_Loewe=2.28, Synergy_HSA=2.92. (6) Drug 1: CC=C1C(=O)NC(C(=O)OC2CC(=O)NC(C(=O)NC(CSSCCC=C2)C(=O)N1)C(C)C)C(C)C. Synergy scores: CSS=74.1, Synergy_ZIP=-0.752, Synergy_Bliss=0.615, Synergy_Loewe=-4.56, Synergy_HSA=1.98. Cell line: MOLT-4. Drug 2: CC1=C(C(=O)C2=C(C1=O)N3CC4C(C3(C2COC(=O)N)OC)N4)N. (7) Drug 1: COC1=C(C=C2C(=C1)N=CN=C2NC3=CC(=C(C=C3)F)Cl)OCCCN4CCOCC4. Drug 2: CC12CCC3C(C1CCC2O)C(CC4=C3C=CC(=C4)O)CCCCCCCCCS(=O)CCCC(C(F)(F)F)(F)F. Cell line: BT-549. Synergy scores: CSS=23.5, Synergy_ZIP=-2.66, Synergy_Bliss=0.214, Synergy_Loewe=-0.796, Synergy_HSA=-0.286.